Task: Predict the reaction yield, written as a fraction of the theoretical maximum amount of product (1.0 means a 100% yield; for example, 0.34 means a 34% yield).. Dataset: Reaction yield outcomes from USPTO patents with 853,638 reactions The reactants are [C:1]([CH2:3][C:4]1[CH:12]=[CH:11][CH:10]=[CH:9][C:5]=1[C:6](O)=[O:7])#[N:2].[NH2:13][C:14]1[CH:18]=[C:17]([CH3:19])[NH:16][N:15]=1. The catalyst is C(O)(=O)C. The product is [CH3:19][C:17]1[NH:16][N:15]=[C:14]([NH:13][C:1]2[NH:2][C:6](=[O:7])[C:5]3[C:4]([CH:3]=2)=[CH:12][CH:11]=[CH:10][CH:9]=3)[CH:18]=1. The yield is 0.750.